From a dataset of Full USPTO retrosynthesis dataset with 1.9M reactions from patents (1976-2016). Predict the reactants needed to synthesize the given product. (1) Given the product [CH3:16][C:10]1[C:9]([O:8][C:6]2[CH:5]=[CH:4][N:3]=[C:2]([NH:17][C:18]3[CH:19]=[C:20]([CH:25]=[CH:26][CH:27]=3)[C:21]([O:23][CH3:24])=[O:22])[CH:7]=2)=[CH:14][CH:13]=[C:12]([CH3:15])[N:11]=1, predict the reactants needed to synthesize it. The reactants are: Cl[C:2]1[CH:7]=[C:6]([O:8][C:9]2[C:10]([CH3:16])=[N:11][C:12]([CH3:15])=[CH:13][CH:14]=2)[CH:5]=[CH:4][N:3]=1.[NH2:17][C:18]1[CH:19]=[C:20]([CH:25]=[CH:26][CH:27]=1)[C:21]([O:23][CH3:24])=[O:22].C([O-])([O-])=O.[Cs+].[Cs+].CC1(C)C2C(=C(P(C3C=CC=CC=3)C3C=CC=CC=3)C=CC=2)OC2C(P(C3C=CC=CC=3)C3C=CC=CC=3)=CC=CC1=2. (2) Given the product [F:8][C:9]1[C:10]([C:33]([F:34])([F:35])[F:36])=[C:11]([CH:16]2[CH2:17][CH2:18][N:19]([C:22]([C:24]3[C:32]4[CH2:31][CH2:30][N:29]([C:40](=[O:41])[CH2:39][CH:38]([CH3:43])[CH3:37])[CH2:28][C:27]=4[NH:26][N:25]=3)=[O:23])[CH2:20][CH2:21]2)[CH:12]=[CH:13][C:14]=1[F:15], predict the reactants needed to synthesize it. The reactants are: FC(F)(F)C(O)=O.[F:8][C:9]1[C:10]([C:33]([F:36])([F:35])[F:34])=[C:11]([CH:16]2[CH2:21][CH2:20][N:19]([C:22]([C:24]3[C:32]4[CH2:31][CH2:30][NH:29][CH2:28][C:27]=4[NH:26][N:25]=3)=[O:23])[CH2:18][CH2:17]2)[CH:12]=[CH:13][C:14]=1[F:15].[CH3:37][CH:38]([CH3:43])[CH2:39][C:40](Cl)=[O:41].